From a dataset of Full USPTO retrosynthesis dataset with 1.9M reactions from patents (1976-2016). Predict the reactants needed to synthesize the given product. (1) The reactants are: ClCCl.[C:4]1([CH2:22][OH:23])[S:5][CH:6]=[C:7]2[C:13]=1[C:12]1[CH:14]=[CH:15][CH:16]=[CH:17][C:11]=1[S:10][C:9]1[CH:18]=[CH:19][CH:20]=[CH:21][C:8]2=1. Given the product [C:4]1([CH:22]=[O:23])[S:5][CH:6]=[C:7]2[C:13]=1[C:12]1[CH:14]=[CH:15][CH:16]=[CH:17][C:11]=1[S:10][C:9]1[CH:18]=[CH:19][CH:20]=[CH:21][C:8]2=1, predict the reactants needed to synthesize it. (2) Given the product [CH2:1]([O:5][C:6]1[CH:7]=[C:8]2[C:13](=[CH:14][CH:15]=1)[C:12](=[O:16])[N:11]([C:17]1[CH:22]=[CH:21][C:20]([N:23]3[CH2:27][CH2:26][C@@H:25]([N:28]([CH2:36][CH2:35][S:32]([CH3:31])(=[O:34])=[O:33])[CH3:29])[CH2:24]3)=[C:19]([F:30])[CH:18]=1)[CH2:10][CH2:9]2)[CH2:2][CH2:3][CH3:4], predict the reactants needed to synthesize it. The reactants are: [CH2:1]([O:5][C:6]1[CH:7]=[C:8]2[C:13](=[CH:14][CH:15]=1)[C:12](=[O:16])[N:11]([C:17]1[CH:22]=[CH:21][C:20]([N:23]3[CH2:27][CH2:26][C@@H:25]([NH:28][CH3:29])[CH2:24]3)=[C:19]([F:30])[CH:18]=1)[CH2:10][CH2:9]2)[CH2:2][CH2:3][CH3:4].[CH3:31][S:32]([CH:35]=[CH2:36])(=[O:34])=[O:33]. (3) Given the product [CH3:1][N:2]([CH3:20])[C:3]1[C:8]([NH2:9])=[CH:7][C:6]([N+:17]([O-:19])=[O:18])=[CH:5][N:4]=1, predict the reactants needed to synthesize it. The reactants are: [CH3:1][N:2]([CH3:20])[C:3]1[C:8]([NH:9]C(=O)OC(C)(C)C)=[CH:7][C:6]([N+:17]([O-:19])=[O:18])=[CH:5][N:4]=1.FC(F)(F)C(O)=O. (4) Given the product [NH2:29][C:30]1[N:35]=[CH:34][C:33]([C:2]2[N:3]=[C:4]([N:23]3[CH2:28][CH2:27][O:26][CH2:25][CH2:24]3)[C:5]3[S:10][C:9]([C:11]4[CH:12]=[C:13]([NH:17][C:18](=[O:22])[C@@H:19]([OH:21])[CH3:20])[CH:14]=[CH:15][CH:16]=4)=[CH:8][C:6]=3[N:7]=2)=[CH:32][N:31]=1, predict the reactants needed to synthesize it. The reactants are: Cl[C:2]1[N:3]=[C:4]([N:23]2[CH2:28][CH2:27][O:26][CH2:25][CH2:24]2)[C:5]2[S:10][C:9]([C:11]3[CH:12]=[C:13]([NH:17][C:18](=[O:22])[C@@H:19]([OH:21])[CH3:20])[CH:14]=[CH:15][CH:16]=3)=[CH:8][C:6]=2[N:7]=1.[NH2:29][C:30]1[N:35]=[CH:34][C:33](B2OC(C)(C)C(C)(C)O2)=[CH:32][N:31]=1. (5) Given the product [Cl:1][C:2]1[N:7]=[C:6]([NH:10][CH2:11][CH2:12][NH:13][C:14](=[O:16])[CH3:15])[C:5]([I:9])=[CH:4][N:3]=1, predict the reactants needed to synthesize it. The reactants are: [Cl:1][C:2]1[N:7]=[C:6](Cl)[C:5]([I:9])=[CH:4][N:3]=1.[NH2:10][CH2:11][CH2:12][NH:13][C:14](=[O:16])[CH3:15]. (6) Given the product [CH:11]1([C:3]2[C:4]([C:5]([OH:7])=[O:6])=[CH:8][CH:9]=[C:10]3[C:2]=2[N:1]=[C:16]([CH3:17])[CH:15]=[CH:14]3)[CH2:12][CH2:13]1, predict the reactants needed to synthesize it. The reactants are: [NH2:1][C:2]1[C:3]([CH:11]2[CH2:13][CH2:12]2)=[C:4]([CH:8]=[CH:9][CH:10]=1)[C:5]([OH:7])=[O:6].[CH:14](=O)/[CH:15]=[CH:16]/[CH3:17].[OH-].[Na+].C(Cl)Cl.